From a dataset of Full USPTO retrosynthesis dataset with 1.9M reactions from patents (1976-2016). Predict the reactants needed to synthesize the given product. (1) Given the product [ClH:1].[O:37]1[C:27]2[CH:28]=[CH:29][C:30]([C:3]3[CH:25]=[CH:24][C:6]([CH2:7][O:8][C:9]4[CH:10]=[C:11]5[C:16](=[CH:17][CH:18]=4)[CH2:15][CH:14]([CH2:19][CH2:20][N:21]([CH3:23])[CH3:22])[CH2:13][CH2:12]5)=[CH:5][CH:4]=3)=[CH:31][C:26]=2[O:38][CH2:36]1, predict the reactants needed to synthesize it. The reactants are: [ClH:1].Br[C:3]1[CH:25]=[CH:24][C:6]([CH2:7][O:8][C:9]2[CH:10]=[C:11]3[C:16](=[CH:17][CH:18]=2)[CH2:15][CH:14]([CH2:19][CH2:20][N:21]([CH3:23])[CH3:22])[CH2:13][CH2:12]3)=[CH:5][CH:4]=1.[C:26]1(C)[CH:31]=[CH:30][CH:29]=[CH:28][CH:27]=1.C(O)C.[C:36](=O)([O-:38])[O-:37].[Na+].[Na+]. (2) Given the product [NH4+:2].[OH-:3].[NH2:17][C@H:12]1[CH2:13][CH2:14][CH2:15][CH2:16][C@H:11]1[NH:10][C:7]1[N:8]=[N:9][C:4]([C:1]([NH2:2])=[O:3])=[C:5]([NH:25][C:26]2[N:31]=[C:30]3[CH2:32][CH2:33][CH2:34][C:29]3=[CH:28][CH:27]=2)[CH:6]=1, predict the reactants needed to synthesize it. The reactants are: [C:1]([C:4]1[N:9]=[N:8][C:7]([NH:10][C@@H:11]2[CH2:16][CH2:15][CH2:14][CH2:13][C@@H:12]2[NH:17]C(=O)OC(C)(C)C)=[CH:6][C:5]=1[NH:25][C:26]1[N:31]=[C:30]2[CH2:32][CH2:33][CH2:34][C:29]2=[CH:28][CH:27]=1)(=[O:3])[NH2:2].C(O)(C(F)(F)F)=O. (3) Given the product [Cl:1][C:2]1[CH:18]=[CH:17][C:16]([Cl:19])=[CH:15][C:3]=1[O:4][C:5]1[C:6]([C:7]([N:27]2[C:28]3[C:23](=[CH:22][CH:21]=[CH:30][CH:29]=3)[CH2:24][CH2:25][CH2:26]2)=[O:9])=[CH:10][C:11]([F:14])=[CH:12][N:13]=1, predict the reactants needed to synthesize it. The reactants are: [Cl:1][C:2]1[CH:18]=[CH:17][C:16]([Cl:19])=[CH:15][C:3]=1[O:4][C:5]1[N:13]=[CH:12][C:11]([F:14])=[CH:10][C:6]=1[C:7]([OH:9])=O.C[C:21]1[CH:22]=[C:23]2[C:28](=[CH:29][CH:30]=1)[NH:27][CH2:26][CH2:25][CH2:24]2.N1C2C(=CC=CC=2)CCC1. (4) Given the product [F:29][C:28]([F:31])([F:30])[S:25]([NH:24][CH2:23][CH2:22][C:19]1[CH:18]=[CH:17][C:16]([N:15]2[CH2:14][C:10]3[N:9]4[C:5](=[CH:6][N:7]=[C:8]4[CH:13]=[CH:12][CH:11]=3)[C:32]2=[O:33])=[CH:21][CH:20]=1)(=[O:27])=[O:26], predict the reactants needed to synthesize it. The reactants are: ClC(Cl)(Cl)C([C:5]1[N:9]2[C:10]([CH2:14][N:15]([C:32](OC(C)(C)C)=[O:33])[C:16]3[CH:21]=[CH:20][C:19]([CH2:22][CH2:23][NH:24][S:25]([C:28]([F:31])([F:30])[F:29])(=[O:27])=[O:26])=[CH:18][CH:17]=3)=[CH:11][CH:12]=[CH:13][C:8]2=[N:7][CH:6]=1)=O.C[Si](I)(C)C.C(=O)([O-])O.[Na+]. (5) Given the product [CH3:1][CH:2]([CH3:7])[C@@H:3]([C:11]1[C:12]2[C:17](=[CH:16][CH:15]=[CH:14][CH:13]=2)[N:9]([CH3:8])[CH:10]=1)[CH2:4][CH:5]=[O:6], predict the reactants needed to synthesize it. The reactants are: [CH3:1][CH:2]([CH3:7])[CH:3]=[CH:4][CH:5]=[O:6].[CH3:8][N:9]1[C:17]2[C:12](=[CH:13][CH:14]=[CH:15][CH:16]=2)[CH:11]=[CH:10]1.C(O)(C(F)(F)F)=O.C([C@@H]1N[C@H](C(C)(C)C)N(C)C1=O)C1C=CC=CC=1. (6) The reactants are: C1(C(C)C([O:10][C:11]2[C:20]3[C:15](=[N:16][CH:17]=[CH:18][CH:19]=3)[N:14]([C:21]3[CH:26]=[CH:25][CH:24]=[C:23]([C:27]([F:30])([F:29])[F:28])[CH:22]=3)[C:13](=[O:31])[CH:12]=2)=O)C=CC=CC=1.[CH2:33](N(CC)CC)C.[C-]#N.[K+].C1[O:60][CH2:59][CH2:58]OCCOCCOCCOCCOC1.[C:61]1(C)[CH:66]=[CH:65][CH:64]=[CH:63][CH:62]=1. Given the product [OH:10][C:11]1[C:20]2[C:15](=[N:16][CH:17]=[CH:18][CH:19]=2)[N:14]([C:21]2[CH:26]=[CH:25][CH:24]=[C:23]([C:27]([F:29])([F:30])[F:28])[CH:22]=2)[C:13](=[O:31])[C:12]=1[C:59](=[O:60])[CH:58]([C:61]1[CH:66]=[CH:65][CH:64]=[CH:63][CH:62]=1)[CH3:33], predict the reactants needed to synthesize it. (7) Given the product [Cl:26][C:24]1[CH:23]=[CH:22][C:3]([O:4][CH2:5][C:6]([N:8]2[CH2:13][CH2:12][CH:11]([O:14][C:15]3[CH:20]=[CH:19][C:18]([F:21])=[CH:17][CH:16]=3)[CH2:10][CH2:9]2)=[O:7])=[C:2]([NH:1][C:32]([NH2:29])=[O:40])[CH:25]=1, predict the reactants needed to synthesize it. The reactants are: [NH2:1][C:2]1[CH:25]=[C:24]([Cl:26])[CH:23]=[CH:22][C:3]=1[O:4][CH2:5][C:6]([N:8]1[CH2:13][CH2:12][CH:11]([O:14][C:15]2[CH:20]=[CH:19][C:18]([F:21])=[CH:17][CH:16]=2)[CH2:10][CH2:9]1)=[O:7].C([N:29]([CH2:32]C)CC)C.C1([O:40]C(Cl)=O)C=CC=CC=1.